Dataset: B-cell epitopes from PDB crystal structures with 447 antigens. Task: Token-level Classification. Given an antigen amino acid sequence, predict which amino acid positions are active epitope sites capable of antibody binding. Output is a list of indices for active positions. (1) Given the antigen sequence: LIPAPSLLTVPLQPDFRSDQFRGRWYVVGLAGNAVQKKTEGSFTMYSTIYELQENNSYNVTSILVRCRYWIRTFVPSSRAGQFTLGNMHRYPQVQSYNVQVATTDYNQFAMVFFRKTSENKQYFKITLYGRTKELSPELKERFTRFAKSLGLKDDNIIFSVPTDQCIDN, which amino acid positions are active epitope sites? The epitope positions are: [2, 3, 4, 5, 6, 7, 8, 77, 78, 81, 83, 94, 95, 97, 114, 115, 116]. The amino acids at these positions are: PAPSLLTSRQTQSNRKT. (2) Given the antigen sequence: QQWSGPGTTKRFPETVLARCVKYTEIHPEMRHVDCQSVWDAFKGAFISKHPCDITEEDYQPLMKLGTQTVPCNKILLWSRIKDLAHQFTQVQRDMFTLEDTLLGYLADDLTWCGEFATSKINYQSCPDWRKDCSNNPVSVFWKTVSRRFAEAACDVVHVMLDGSRSKIFDKDSTFGSVEVHNLQPEKVQTLEAWVIHGGREDSRDLCQDPTIKELESIISKRNIQFSCKNIYRPDKFLQC, which amino acid positions are active epitope sites? The epitope positions are: [27, 28, 31, 59, 60, 62, 63, 64, 65, 66, 67, 68, 69, 70, 71, 100, 102, 146, 147, 148... (25 total positions)]. The amino acids at these positions are: PEHQPMKLGTQTVPCTLRRFEACEK. (3) The epitope positions are: [21, 22, 23, 24, 25, 26, 27, 50, 51, 52, 53, 54, 55, 56, 66, 70, 71, 72, 73, 74... (23 total positions)]. The amino acids at these positions are: VKSISKLWSSSKGVRLESSDSRR. Given the antigen sequence: LIQTPSSLLVQTNHTAKMSCEVKSISKLTSIYWLRERQDPKDKYFEFLASWSSSKGVLYGESVDKKRNIILESSDSRRPFLSIMNVKPEDSDFYFCATVGSPKMVFGTGTKLTVVDV, which amino acid positions are active epitope sites? (4) The epitope positions are: [14, 15, 17, 18, 19, 20, 62, 72, 74, 76, 88, 92, 95, 96, 97, 99, 100, 101, 102]. The amino acids at these positions are: HGDNYRWRLNTNKAISDGN. Given the antigen sequence: KVFGRCELAAAMKRHGLDNYRGYSLGNWVCAAKFESNFNTQATNRNTDGSTDYGILQINSRWWCNDGRTPGSRNLCNIPCSALLSSDITASVNCAKAIVSDGNGMNAWVAWRNRCKGTDVQAWIRGCRL, which amino acid positions are active epitope sites? (5) Given the antigen sequence: TQLDIVIVLDGSNSIYPWESVIAFLNDLLKRMDIGPKQTQVGIVQYGENVTHEFNLNKYSSTEEVLVAANKIVQRGGRQTMTALGIDTARKEAFTEARGARRGVKKVMVIVTDGESHDNYRLKQVIQDCEDENIQRFSIAILGHYNRGNLSTEKFVEEIKSIASEPTEKHFFNVSDELALVTIVKALGERIF, which amino acid positions are active epitope sites? The epitope positions are: [11, 12, 13, 15, 47, 73, 74, 75, 76, 77, 78, 79, 114, 116, 118, 119, 144, 146, 149]. The amino acids at these positions are: SNSYEQRGGRQTEHNYYRL. (6) Given the antigen sequence: KVTFTVEKGSNEKHLAVLVKYEGDTMAEVELREHGSDEWVAMTKGEGGVWTFDSEEPLQGPFNFRFLTEKGMKNVFDDVVPEKYTIGATYAP, which amino acid positions are active epitope sites? The epitope positions are: [29, 31, 36, 37, 38, 40, 62, 64, 65, 72, 73, 74, 75, 76, 77]. The amino acids at these positions are: ERDEWANRFKNVFDD. (7) Given the antigen sequence: LRCMQCKTNGDCRVEECALGQDLCRTTIVRLWEEGEELELVEKSCTHSEKTNRTLSYRTGLKITSLTEVVCGLDLCNQGNSRSRYLECISCGSSDMSCERGRHQSLQCRSPEEQCLDVVTHWIDRHLRGCGYLPGCPGSNGFHNNDTFHFLKCCNTTKCNEGPILELENLPQNGRQCYSCKGNSTHGCSSEETFLIDCRGPMNQCLVATGTHEPKNQSYMVRGCATASMCQHAHLGDAFSMNHIDVSCCTKSGCNHPDLD, which amino acid positions are active epitope sites? The epitope positions are: [57, 81, 82, 83, 84, 86, 104, 105, 106, 108, 110, 156]. The amino acids at these positions are: RRSRYESLQRPT.